From a dataset of Full USPTO retrosynthesis dataset with 1.9M reactions from patents (1976-2016). Predict the reactants needed to synthesize the given product. (1) The reactants are: Br[CH2:2][C:3]([N:5]1[CH2:10][CH2:9][C:8]2=[N:11][N:12]([C:15]3[S:19][C:18]([C:20]4[CH:21]=[CH:22][C:23]([O:28][CH:29]([CH3:31])[CH3:30])=[C:24]([CH:27]=4)[C:25]#[N:26])=[N:17][N:16]=3)[C:13]([CH3:14])=[C:7]2[CH2:6]1)=[O:4].[I-].[K+].C(=O)([O-])[O-].[K+].[K+].[NH2:40][C@H:41]([CH3:44])[CH2:42][OH:43]. Given the product [OH:43][CH2:42][C@H:41]([NH:40][CH2:2][C:3]([N:5]1[CH2:10][CH2:9][C:8]2=[N:11][N:12]([C:15]3[S:19][C:18]([C:20]4[CH:21]=[CH:22][C:23]([O:28][CH:29]([CH3:31])[CH3:30])=[C:24]([CH:27]=4)[C:25]#[N:26])=[N:17][N:16]=3)[C:13]([CH3:14])=[C:7]2[CH2:6]1)=[O:4])[CH3:44], predict the reactants needed to synthesize it. (2) The reactants are: Cl[C:2]1[NH:7][C:6](=[O:8])[N:5]2[CH:9]=[CH:10][N:11]=[C:4]2[CH:3]=1.[CH3:12][N:13]1[CH:17]=[C:16](B2OC(C)(C)C(C)(C)O2)[CH:15]=[N:14]1.CC(C1C=C(C(C)C)C(C2C=CC=CC=2P(C2CCCCC2)C2CCCCC2)=C(C(C)C)C=1)C.[O-]P([O-])([O-])=O.[K+].[K+].[K+]. Given the product [CH3:12][N:13]1[CH:17]=[C:16]([C:2]2[NH:7][C:6](=[O:8])[N:5]3[CH:9]=[CH:10][N:11]=[C:4]3[CH:3]=2)[CH:15]=[N:14]1, predict the reactants needed to synthesize it. (3) Given the product [NH2:17][CH2:16][CH2:15][CH2:14][N:12]1[CH:13]=[C:9]([C:3]2[CH:4]=[CH:5][C:6]([Cl:8])=[CH:7][C:2]=2[Cl:1])[C:10]([C:28]([O:30][C:31]([CH3:34])([CH3:33])[CH3:32])=[O:29])=[CH:11]1, predict the reactants needed to synthesize it. The reactants are: [Cl:1][C:2]1[CH:7]=[C:6]([Cl:8])[CH:5]=[CH:4][C:3]=1[C:9]1[C:10]([C:28]([O:30][C:31]([CH3:34])([CH3:33])[CH3:32])=[O:29])=[CH:11][N:12]([CH2:14][CH2:15][CH2:16][N:17]2C(=O)C3C=CC=CC=3C2=O)[CH:13]=1.NN.C(Cl)Cl.C(#N)C. (4) Given the product [CH3:1][C:25]1[CH:24]=[C:23]2[C:19]([C:20]([N:29]=[C:30]=[O:31])=[CH:21][N:22]2[C:26]([NH2:28])=[O:27])=[CH:18][CH:17]=1, predict the reactants needed to synthesize it. The reactants are: [CH3:1]C1C=C2C(C(C=O)=CN2)=CC=1.C(O[C:17]1[CH:18]=[C:19]2[C:23](=[CH:24][CH:25]=1)[N:22]([C:26]([NH2:28])=[O:27])[CH:21]=[C:20]2[N:29]=[C:30]=[O:31])C=C. (5) Given the product [CH:17]1([NH:16][C:14](=[O:15])[C:13]2[CH:20]=[CH:21][C:22]([CH3:23])=[C:11]([N:6]3[CH:5]=[N:4][C:3]4[C:7]3=[N:8][CH:9]=[N:10][C:2]=4[O:29][C:24]3[CH:30]=[CH:25][CH:26]=[CH:27][CH:28]=3)[CH:12]=2)[CH2:19][CH2:18]1, predict the reactants needed to synthesize it. The reactants are: Cl[C:2]1[N:10]=[CH:9][N:8]=[C:7]2[C:3]=1[N:4]=[CH:5][N:6]2[C:11]1[CH:12]=[C:13]([CH:20]=[CH:21][C:22]=1[CH3:23])[C:14]([NH:16][CH:17]1[CH2:19][CH2:18]1)=[O:15].[CH:24]1([OH:29])[CH2:28][CH2:27][CH2:26][CH2:25]1.[CH3:30]N(C=O)C. (6) Given the product [CH3:2][C:1]1[O:3][C:6]([C:8]2[C:16]3[C:15]([C:17]4[CH:22]=[CH:21][CH:20]=[C:19]([N+:23]([O-:25])=[O:24])[CH:18]=4)=[N:14][CH:13]=[N:12][C:11]=3[N:10]([CH2:26][O:27][CH2:28][CH2:29][Si:30]([CH3:31])([CH3:33])[CH3:32])[CH:9]=2)=[N:5][N:4]=1, predict the reactants needed to synthesize it. The reactants are: [C:1]([NH:4][NH:5][C:6]([C:8]1[C:16]2[C:15]([C:17]3[CH:22]=[CH:21][CH:20]=[C:19]([N+:23]([O-:25])=[O:24])[CH:18]=3)=[N:14][CH:13]=[N:12][C:11]=2[N:10]([CH2:26][O:27][CH2:28][CH2:29][Si:30]([CH3:33])([CH3:32])[CH3:31])[CH:9]=1)=O)(=[O:3])[CH3:2].N1C=CN=C1.C(Br)(Br)(Br)Br.C1C=CC(P(C2C=CC=CC=2)C2C=CC=CC=2)=CC=1.